Dataset: Reaction yield outcomes from USPTO patents with 853,638 reactions. Task: Predict the reaction yield, written as a fraction of the theoretical maximum amount of product (1.0 means a 100% yield; for example, 0.34 means a 34% yield). (1) The reactants are C([NH:8][C:9]1[C:10]([CH3:31])=[C:11]([CH3:30])[C:12]2[O:16][CH2:15][CH:14]([C:17]3[CH:22]=[CH:21][C:20]([CH:23]([CH3:25])[CH3:24])=[CH:19][C:18]=3[O:26][CH3:27])[C:13]=2[C:28]=1[CH3:29])C1C=CC=CC=1. The catalyst is C(OCC)(=O)C.CCCCCC. The product is [CH:23]([C:20]1[CH:21]=[CH:22][C:17]([CH:14]2[C:13]3[C:28]([CH3:29])=[C:9]([NH2:8])[C:10]([CH3:31])=[C:11]([CH3:30])[C:12]=3[O:16][CH2:15]2)=[C:18]([O:26][CH3:27])[CH:19]=1)([CH3:25])[CH3:24]. The yield is 0.870. (2) The reactants are [CH2:1]([O:8][C:9]([NH:11][C@H:12]([C:16]([OH:18])=[O:17])[CH:13]([CH3:15])[CH3:14])=[O:10])[C:2]1[CH:7]=[CH:6][CH:5]=[CH:4][CH:3]=1.[CH3:19][C:20]([CH3:25])([CH2:23]O)[CH2:21][OH:22].C1(N=C=NC2CCCCC2)CCCCC1. The catalyst is CN(C)C1C=CN=CC=1.C(Cl)Cl. The product is [CH2:1]([O:8][C:9]([NH:11][C@H:12]([C:16]([O:18][CH2:19][C:20]([CH3:25])([CH3:23])[CH2:21][OH:22])=[O:17])[CH:13]([CH3:15])[CH3:14])=[O:10])[C:2]1[CH:3]=[CH:4][CH:5]=[CH:6][CH:7]=1. The yield is 0.870. (3) The reactants are [Br:1][C:2]1[C:11]2[CH2:10][CH2:9][CH:8]([C:12]3[CH:17]=[CH:16][CH:15]=[CH:14][CH:13]=3)[CH2:7][C:6]=2[C:5]([NH2:18])=[N:4][CH:3]=1.[Cl:19][CH2:20][C:21](=O)[CH3:22]. The catalyst is C1COCC1. The product is [ClH:19].[Br:1][C:2]1[C:11]2[CH2:10][CH2:9][CH:8]([C:12]3[CH:13]=[CH:14][CH:15]=[CH:16][CH:17]=3)[CH2:7][C:6]=2[C:5]2=[N:18][C:21]([CH3:22])=[CH:20][N:4]2[CH:3]=1. The yield is 0.700. (4) The reactants are C(N(CC)CC)C.[NH2:8][C@H:9]1[C:17]2[C:12](=[CH:13][CH:14]=[C:15]([C:18]([O:20][CH3:21])=[O:19])[CH:16]=2)[CH2:11][CH2:10]1.[CH3:22][CH:23]([CH3:29])[CH2:24][S:25](Cl)(=[O:27])=[O:26]. The catalyst is ClCCl. The product is [CH3:22][CH:23]([CH3:29])[CH2:24][S:25]([NH:8][C@H:9]1[C:17]2[C:12](=[CH:13][CH:14]=[C:15]([C:18]([O:20][CH3:21])=[O:19])[CH:16]=2)[CH2:11][CH2:10]1)(=[O:27])=[O:26]. The yield is 0.930.